This data is from Full USPTO retrosynthesis dataset with 1.9M reactions from patents (1976-2016). The task is: Predict the reactants needed to synthesize the given product. (1) Given the product [C:13]1([C:12]#[C:11][C:9]2[CH:10]=[C:5]([CH:4]=[O:19])[CH:6]=[N:7][CH:8]=2)[CH:18]=[CH:17][CH:16]=[CH:15][CH:14]=1, predict the reactants needed to synthesize it. The reactants are: CON(C)[C:4](=[O:19])[C:5]1[CH:10]=[C:9]([C:11]#[C:12][C:13]2[CH:18]=[CH:17][CH:16]=[CH:15][CH:14]=2)[CH:8]=[N:7][CH:6]=1.[H-].C([Al+]CC(C)C)C(C)C.CO.[C@H](O)(C([O-])=O)[C@@H](O)C([O-])=O.[Na+].[K+]. (2) Given the product [Cl:26][C:22]1[N:21]=[C:20]([CH2:19][C:5]([CH2:4][CH2:3][C:2]([F:10])([F:11])[F:1])([C:8]#[N:9])[C:6]#[N:7])[CH:25]=[CH:24][CH:23]=1, predict the reactants needed to synthesize it. The reactants are: [F:1][C:2]([F:11])([F:10])[CH2:3][CH2:4][CH:5]([C:8]#[N:9])[C:6]#[N:7].C(=O)([O-])[O-].[K+].[K+].Br[CH2:19][C:20]1[CH:25]=[CH:24][CH:23]=[C:22]([Cl:26])[N:21]=1. (3) Given the product [I:1][C:2]1[CH:7]=[CH:6][C:5]([CH2:8][C:9]2[C:10]([O:17][Si:26]([CH:30]([CH3:32])[CH3:31])([CH:27]([CH3:29])[CH3:28])[CH:23]([CH3:25])[CH3:24])=[N:11][NH:12][C:13]=2[CH:14]([CH3:15])[CH3:16])=[CH:4][CH:3]=1, predict the reactants needed to synthesize it. The reactants are: [I:1][C:2]1[CH:7]=[CH:6][C:5]([CH2:8][C:9]2[C:10](=[O:17])[NH:11][NH:12][C:13]=2[CH:14]([CH3:16])[CH3:15])=[CH:4][CH:3]=1.N1C=CN=C1.[CH:23]([Si:26](Cl)([CH:30]([CH3:32])[CH3:31])[CH:27]([CH3:29])[CH3:28])([CH3:25])[CH3:24].O. (4) Given the product [C:1]([CH:5]1[CH2:10][CH2:9][N:8]([S:11]([C:14]2[CH:20]=[CH:19][C:17]([NH:18][C:29]([C:27]3[O:28][C:24]([N+:21]([O-:23])=[O:22])=[CH:25][CH:26]=3)=[O:30])=[CH:16][CH:15]=2)(=[O:13])=[O:12])[CH2:7][CH2:6]1)([CH3:4])([CH3:2])[CH3:3], predict the reactants needed to synthesize it. The reactants are: [C:1]([CH:5]1[CH2:10][CH2:9][N:8]([S:11]([C:14]2[CH:20]=[CH:19][C:17]([NH2:18])=[CH:16][CH:15]=2)(=[O:13])=[O:12])[CH2:7][CH2:6]1)([CH3:4])([CH3:3])[CH3:2].[N+:21]([C:24]1[O:28][C:27]([C:29](Cl)=[O:30])=[CH:26][CH:25]=1)([O-:23])=[O:22].C(#N)C. (5) Given the product [C:24]1([CH:17]([C:18]2[CH:23]=[CH:22][CH:21]=[CH:20][CH:19]=2)[N:15]2[CH2:16][CH:13]([O:12]/[N:11]=[C:8](\[CH3:10])/[CH2:7][C:2]3[N:3]=[CH:4][CH:5]=[CH:6][N:1]=3)[CH2:14]2)[CH:25]=[CH:26][CH:27]=[CH:28][CH:29]=1, predict the reactants needed to synthesize it. The reactants are: [N:1]1[CH:6]=[CH:5][CH:4]=[N:3][C:2]=1[CH2:7][C:8]([CH3:10])=O.[NH2:11][O:12][CH:13]1[CH2:16][N:15]([CH:17]([C:24]2[CH:29]=[CH:28][CH:27]=[CH:26][CH:25]=2)[C:18]2[CH:23]=[CH:22][CH:21]=[CH:20][CH:19]=2)[CH2:14]1. (6) Given the product [CH3:30][C:27]1[CH:28]=[CH:29][N:16]2[C:17]=1[C:18](=[O:26])[N:19]([C:20]1[CH:25]=[CH:24][CH:23]=[CH:22][CH:21]=1)[C:14]([C@@H:12]([NH:11][C:9]1[C:10]3[C:2]([C:48]4[CH:49]=[C:44]([NH:43][S:40]([CH3:39])(=[O:41])=[O:42])[CH:45]=[CH:46][CH:47]=4)=[CH:3][N:4]([CH2:31][O:32][CH2:33][CH2:34][Si:35]([CH3:37])([CH3:38])[CH3:36])[C:5]=3[N:6]=[CH:7][N:8]=1)[CH3:13])=[N:15]2, predict the reactants needed to synthesize it. The reactants are: Br[C:2]1[C:10]2[C:9]([NH:11][C@H:12]([C:14]3[N:19]([C:20]4[CH:25]=[CH:24][CH:23]=[CH:22][CH:21]=4)[C:18](=[O:26])[C:17]4=[C:27]([CH3:30])[CH:28]=[CH:29][N:16]4[N:15]=3)[CH3:13])=[N:8][CH:7]=[N:6][C:5]=2[N:4]([CH2:31][O:32][CH2:33][CH2:34][Si:35]([CH3:38])([CH3:37])[CH3:36])[CH:3]=1.[CH3:39][S:40]([NH:43][C:44]1[CH:45]=[C:46](B(O)O)[CH:47]=[CH:48][CH:49]=1)(=[O:42])=[O:41].C(=O)([O-])[O-].[Na+].[Na+]. (7) Given the product [Cl:23][C:20]1[CH:21]=[CH:22][C:17]([CH2:16][NH:15][C:48]([C:46]2[N:47]=[C:43]([N:42]([C:51]([O:53][C:54]([CH3:57])([CH3:56])[CH3:55])=[O:52])[C:40]([O:39][C:36]([CH3:37])([CH3:38])[CH3:35])=[O:41])[NH:44][CH:45]=2)=[O:49])=[C:18]([F:34])[C:19]=1[O:24][C:25]1[CH:26]=[C:27]([C:28]#[N:29])[CH:30]=[C:31]([Cl:33])[CH:32]=1, predict the reactants needed to synthesize it. The reactants are: C(Cl)CCl.C1C=CC2N(O)N=NC=2C=1.[NH2:15][CH2:16][C:17]1[C:18]([F:34])=[C:19]([O:24][C:25]2[CH:26]=[C:27]([CH:30]=[C:31]([Cl:33])[CH:32]=2)[C:28]#[N:29])[C:20]([Cl:23])=[CH:21][CH:22]=1.[CH3:35][C:36]([O:39][C:40]([N:42]([C:51]([O:53][C:54]([CH3:57])([CH3:56])[CH3:55])=[O:52])[C:43]1[NH:44][CH:45]=[C:46]([C:48](O)=[O:49])[N:47]=1)=[O:41])([CH3:38])[CH3:37].C(=O)(O)[O-].[Na+].